This data is from Reaction yield outcomes from USPTO patents with 853,638 reactions. The task is: Predict the reaction yield, written as a fraction of the theoretical maximum amount of product (1.0 means a 100% yield; for example, 0.34 means a 34% yield). (1) The reactants are [F:1][C:2]([F:25])([F:24])[C:3]1[CH:4]=[C:5]([CH:17]=[C:18]([C:20]([F:23])([F:22])[F:21])[CH:19]=1)[C:6]([N:8]1[CH2:13][CH2:12][CH2:11][CH:10]([C:14](O)=[O:15])[CH2:9]1)=[O:7].[Cl:26][C:27]1[CH:33]=[CH:32][C:30]([NH2:31])=[CH:29][CH:28]=1. No catalyst specified. The product is [F:23][C:20]([F:21])([F:22])[C:18]1[CH:17]=[C:5]([CH:4]=[C:3]([C:2]([F:1])([F:24])[F:25])[CH:19]=1)[C:6]([N:8]1[CH2:13][CH2:12][CH2:11][CH:10]([C:14]([NH:31][C:30]2[CH:32]=[CH:33][C:27]([Cl:26])=[CH:28][CH:29]=2)=[O:15])[CH2:9]1)=[O:7]. The yield is 0.380. (2) The reactants are Cl.[NH2:2][C@@H:3]1[C:17](=[O:18])[N:16]2[CH2:19][C@H:20]([O:22][C:23]3[C:32]4[C:27](=[C:28](Cl)[C:29]([O:33][CH3:34])=[CH:30][CH:31]=4)[N:26]=[C:25]([C:36]4[S:37][CH:38]=[C:39]([CH:41]5[CH2:43][CH2:42]5)[N:40]=4)[CH:24]=3)[CH2:21][C@H:15]2[C:14](=[O:44])[NH:13][C@:12]2([C:46]([NH:48][S:49]([CH:52]3[CH2:54][CH2:53]3)(=[O:51])=[O:50])=[O:47])[CH2:45][C@H:11]2[CH:10]=[CH:9][CH2:8][CH2:7][CH2:6][CH2:5][CH2:4]1.[CH:55](N(C(C)C)CC)(C)C.[CH:64]([N:67]([CH:71]([CH3:73])[CH3:72])[C:68](Cl)=[O:69])([CH3:66])[CH3:65]. The catalyst is CN(C)C1C=CN=CC=1.C1COCC1. The product is [CH3:65][CH:64]([N:67]([CH:71]([CH3:73])[CH3:72])[C:68]([NH:2][C@@H:3]1[C:17](=[O:18])[N:16]2[CH2:19][C@H:20]([O:22][C:23]3[C:32]4[C:27](=[C:28]([CH3:55])[C:29]([O:33][CH3:34])=[CH:30][CH:31]=4)[N:26]=[C:25]([C:36]4[S:37][CH:38]=[C:39]([CH:41]5[CH2:43][CH2:42]5)[N:40]=4)[CH:24]=3)[CH2:21][C@H:15]2[C:14](=[O:44])[NH:13][C@:12]2([C:46]([NH:48][S:49]([CH:52]3[CH2:54][CH2:53]3)(=[O:51])=[O:50])=[O:47])[CH2:45][C@H:11]2[CH:10]=[CH:9][CH2:8][CH2:7][CH2:6][CH2:5][CH2:4]1)=[O:69])[CH3:66]. The yield is 0.440.